The task is: Predict the reaction yield, written as a fraction of the theoretical maximum amount of product (1.0 means a 100% yield; for example, 0.34 means a 34% yield).. This data is from Reaction yield outcomes from USPTO patents with 853,638 reactions. (1) The reactants are Cl.[CH2:2]1[C:6]2([CH2:11][CH2:10][N:9](C(OC(C)(C)C)=O)[CH2:8][CH2:7]2)[CH2:5][CH2:4][O:3]1. The catalyst is CO. The product is [CH2:2]1[C:6]2([CH2:11][CH2:10][NH:9][CH2:8][CH2:7]2)[CH2:5][CH2:4][O:3]1. The yield is 0.880. (2) The catalyst is C(OCC)(=O)C.CO. The reactants are Br[C:2]1[N:3]=[C:4]2[N:11]([CH2:12][CH2:13][N:14]3[CH2:19][CH2:18][O:17][CH2:16][CH2:15]3)[CH2:10][C:9](=[O:20])[NH:8][C:5]2=[N:6][CH:7]=1.BrC1C(N[C:30](=[O:33])[CH2:31]I)=NC=C(Br)N=1.C(N([CH:40]([CH3:42])[CH3:41])CC)(C)C.O1CCN(CCN)C[CH2:44]1.[C:52](#[N:54])[CH3:53]. The product is [OH:33][C:30]([C:42]1[N:54]=[CH:52][C:53]([C:2]2[N:3]=[C:4]3[N:11]([CH2:12][CH2:13][N:14]4[CH2:19][CH2:18][O:17][CH2:16][CH2:15]4)[CH2:10][C:9](=[O:20])[NH:8][C:5]3=[N:6][CH:7]=2)=[CH:41][CH:40]=1)([CH3:44])[CH3:31]. The yield is 0.560. (3) The reactants are [N:1]1([CH2:6][CH2:7][CH2:8][O:9][C:10]2[CH:15]=[CH:14][C:13]([C:16]3([CH2:22][NH2:23])[CH2:21][CH2:20][O:19][CH2:18][CH2:17]3)=[CH:12][CH:11]=2)[CH2:5][CH2:4][CH2:3][CH2:2]1.Cl[C:25]1[N:30]=[CH:29][CH:28]=[CH:27][N:26]=1.C(N(CC)C(C)C)(C)C. The catalyst is CN1CCCC1=O. The product is [N:1]1([CH2:6][CH2:7][CH2:8][O:9][C:10]2[CH:15]=[CH:14][C:13]([C:16]3([CH2:22][NH:23][C:25]4[N:30]=[CH:29][CH:28]=[CH:27][N:26]=4)[CH2:17][CH2:18][O:19][CH2:20][CH2:21]3)=[CH:12][CH:11]=2)[CH2:5][CH2:4][CH2:3][CH2:2]1. The yield is 0.170. (4) The reactants are C1C=CC(P(C2C=CC=CC=2)C2C=CC=CC=2)=CC=1.C1COCC1.CCOC(/N=N/C(OCC)=O)=O.[CH2:37]([O:39][C:40](=[O:60])[C@@H:41]([OH:59])[CH2:42][CH2:43][C:44]1[C:45](O)=[N:46][C:47]([NH:51][CH:52]2[CH2:57][CH2:56][O:55][CH2:54][CH2:53]2)=[N:48][C:49]=1[OH:50])[CH3:38]. The catalyst is CN(C=O)C. The product is [OH:50][C:49]1[C:44]2[CH2:43][CH2:42][C@H:41]([C:40]([O:39][CH2:37][CH3:38])=[O:60])[O:59][C:45]=2[N:46]=[C:47]([NH:51][CH:52]2[CH2:57][CH2:56][O:55][CH2:54][CH2:53]2)[N:48]=1. The yield is 0.600. (5) The reactants are [Br:1][C:2]1[CH:3]=[CH:4][C:5]2[C:11]3[S:12][C:13]([C:15]([N:17]([C:19]4[CH:20]=[C:21]([CH:25]=[CH:26][C:27]=4[Cl:28])[C:22](O)=[O:23])[CH3:18])=[O:16])=[CH:14][C:10]=3[CH2:9][CH2:8][O:7][C:6]=2[CH:29]=1.CCN=C=NCCCN(C)C.C1C=CC2N(O)N=NC=2C=1.CCN(C(C)C)C(C)C.[NH2:60][CH2:61][C@H:62]([OH:64])[CH3:63]. The catalyst is C1COCC1.O. The product is [Br:1][C:2]1[CH:3]=[CH:4][C:5]2[C:11]3[S:12][C:13]([C:15]([N:17]([C:19]4[CH:20]=[C:21]([C:22](=[O:23])[NH:60][CH2:61][C@H:62]([OH:64])[CH3:63])[CH:25]=[CH:26][C:27]=4[Cl:28])[CH3:18])=[O:16])=[CH:14][C:10]=3[CH2:9][CH2:8][O:7][C:6]=2[CH:29]=1. The yield is 0.810. (6) The reactants are [CH2:1]([O:3][C:4]([C:6]12[CH2:24][CH:23]1[CH:22]=[CH:21][CH2:20][CH2:19][CH2:18][CH2:17][CH2:16][N:15]([CH2:25][C:26]1[CH:31]=[CH:30][C:29]([O:32][CH3:33])=[CH:28][CH:27]=1)[C:14](=[O:34])[N:13]1[CH:9]([CH2:10][CH:11]([O:35]C(=O)C3C=CC([N+]([O-])=O)=CC=3)[CH2:12]1)[C:8](=[O:47])[NH:7]2)=[O:5])[CH3:2].CO.O.[Li+].[OH-]. The catalyst is C1COCC1.CC(O)=O. The product is [CH2:1]([O:3][C:4]([C:6]12[CH2:24][CH:23]1[CH:22]=[CH:21][CH2:20][CH2:19][CH2:18][CH2:17][CH2:16][N:15]([CH2:25][C:26]1[CH:31]=[CH:30][C:29]([O:32][CH3:33])=[CH:28][CH:27]=1)[C:14](=[O:34])[N:13]1[CH:9]([CH2:10][CH:11]([OH:35])[CH2:12]1)[C:8](=[O:47])[NH:7]2)=[O:5])[CH3:2]. The yield is 0.670.